This data is from Full USPTO retrosynthesis dataset with 1.9M reactions from patents (1976-2016). The task is: Predict the reactants needed to synthesize the given product. (1) Given the product [CH3:11][C:10]1[N:9]=[C:7]([C:6]2[CH:31]=[CH:32][C:3]([C:2]([F:34])([F:33])[F:1])=[CH:4][CH:5]=2)[N:17]2[C:12]=1[CH:13]=[N:14][C:15]([NH:18][C:19]1[CH:24]=[C:23]([O:25][CH3:26])[C:22]([O:27][CH3:28])=[C:21]([O:29][CH3:30])[CH:20]=1)=[N:16]2, predict the reactants needed to synthesize it. The reactants are: [F:1][C:2]([F:34])([F:33])[C:3]1[CH:32]=[CH:31][C:6]([C:7]([NH:9][CH:10]([C:12]2[N:17]=[N:16][C:15]([NH:18][C:19]3[CH:24]=[C:23]([O:25][CH3:26])[C:22]([O:27][CH3:28])=[C:21]([O:29][CH3:30])[CH:20]=3)=[N:14][CH:13]=2)[CH3:11])=O)=[CH:5][CH:4]=1.P(Cl)(Cl)(Cl)=O. (2) Given the product [C:1]([O:5][C:6]([N:8]1[CH2:9][CH2:10][CH:11]([N:14]2[CH2:21][CH:23]([S:25]([C:28]3[CH:33]=[CH:32][CH:31]=[CH:30][C:29]=3[C:34]([F:35])([F:37])[F:36])(=[O:26])=[O:27])[CH2:24][CH:15]2[C:16]([O:18][CH2:19][CH3:20])=[O:17])[CH2:12][CH2:13]1)=[O:7])([CH3:4])([CH3:3])[CH3:2], predict the reactants needed to synthesize it. The reactants are: [C:1]([O:5][C:6]([N:8]1[CH2:13][CH2:12][CH:11]([NH:14][CH2:15][C:16]([O:18][CH2:19][CH3:20])=[O:17])[CH2:10][CH2:9]1)=[O:7])([CH3:4])([CH3:3])[CH3:2].[CH2:21]=O.[CH:23]([S:25]([C:28]1[CH:33]=[CH:32][CH:31]=[CH:30][C:29]=1[C:34]([F:37])([F:36])[F:35])(=[O:27])=[O:26])=[CH2:24]. (3) Given the product [CH3:1][N:2]1[C:10]2[C:5](=[CH:6][C:7]([NH:11][S:29]([CH3:28])(=[O:31])=[O:30])=[CH:8][CH:9]=2)[C:4]([C:12]2[NH:20][C:15]3=[N:16][CH:17]=[CH:18][CH:19]=[C:14]3[CH:13]=2)=[CH:3]1, predict the reactants needed to synthesize it. The reactants are: [CH3:1][N:2]1[C:10]2[C:5](=[CH:6][C:7]([NH2:11])=[CH:8][CH:9]=2)[C:4]([C:12]2[NH:20][C:15]3=[N:16][CH:17]=[CH:18][CH:19]=[C:14]3[CH:13]=2)=[CH:3]1.C(N(CC)CC)C.[CH3:28][S:29](Cl)(=[O:31])=[O:30].